Predict the product of the given reaction. From a dataset of Forward reaction prediction with 1.9M reactions from USPTO patents (1976-2016). (1) Given the reactants [CH3:1][O:2][C:3]1[C:11]2[S:10][CH:9]=[CH:8][C:7]=2[CH:6]=[CH:5][CH:4]=1.CC1(C)CCCC(C)(C)N1[Li].Cl([F:27])(=O)(=O)=O, predict the reaction product. The product is: [F:27][C:9]1[S:10][C:11]2[C:3]([O:2][CH3:1])=[CH:4][CH:5]=[CH:6][C:7]=2[CH:8]=1. (2) Given the reactants [C:1]([CH:4]1[N:16]([C:17]([O:19][C:20]([CH3:23])([CH3:22])[CH3:21])=[O:18])[CH2:15][C:7]2[NH:8][C:9]3[C:14]([C:6]=2[CH2:5]1)=[CH:13][CH:12]=[CH:11][CH:10]=3)(=[O:3])[NH2:2].C([O-])([O-])=O.[Cs+].[Cs+].[F:30][C:31]1[CH:38]=[CH:37][C:34]([CH2:35]Br)=[CH:33][CH:32]=1, predict the reaction product. The product is: [C:1]([CH:4]1[N:16]([C:17]([O:19][C:20]([CH3:23])([CH3:22])[CH3:21])=[O:18])[CH2:15][C:7]2[N:8]([CH2:35][C:34]3[CH:37]=[CH:38][C:31]([F:30])=[CH:32][CH:33]=3)[C:9]3[C:14]([C:6]=2[CH2:5]1)=[CH:13][CH:12]=[CH:11][CH:10]=3)(=[O:3])[NH2:2]. (3) Given the reactants C[O:2][C:3](=[O:21])[C@@H:4]([NH2:20])[CH2:5][CH2:6][C:7](=[O:19])[NH:8][C:9]1[S:10][C:11]2[CH:17]=[C:16](F)[CH:15]=[CH:14][C:12]=2[N:13]=1.FC(F)(F)C(O)=[O:25], predict the reaction product. The product is: [NH2:8][C:9]1[S:10][C:11]2[CH:17]=[CH:16][CH:15]=[CH:14][C:12]=2[N:13]=1.[NH2:20][C@H:4]([C:3]([OH:2])=[O:21])[CH2:5][CH2:6][C:7]([OH:19])=[O:25]. (4) Given the reactants [OH:1][C:2]1[CH:10]=[CH:9][C:8]([C:11]2[N:12]([C:27]([O:29][C:30]([CH3:33])([CH3:32])[CH3:31])=[O:28])[C:13]3[C:18]([CH:19]=2)=[CH:17][C:16]([CH2:20][N:21]2[CH2:26][CH2:25][CH2:24][CH2:23][CH2:22]2)=[CH:15][CH:14]=3)=[C:7]2[C:3]=1[CH2:4][NH:5][C:6]2=[O:34].C(N(CC)CC)C.[C:42]1([S:48](Cl)(=[O:50])=[O:49])[CH:47]=[CH:46][CH:45]=[CH:44][CH:43]=1, predict the reaction product. The product is: [C:42]1([S:48]([O:1][C:2]2[CH:10]=[CH:9][C:8]([C:11]3[N:12]([C:27]([O:29][C:30]([CH3:31])([CH3:33])[CH3:32])=[O:28])[C:13]4[C:18]([CH:19]=3)=[CH:17][C:16]([CH2:20][N:21]3[CH2:26][CH2:25][CH2:24][CH2:23][CH2:22]3)=[CH:15][CH:14]=4)=[C:7]3[C:3]=2[CH2:4][NH:5][C:6]3=[O:34])(=[O:50])=[O:49])[CH:47]=[CH:46][CH:45]=[CH:44][CH:43]=1. (5) Given the reactants [CH3:1][N:2]([CH3:17])[C:3]([N:5]1[C:9]2=[N:10][CH:11]=[C:12]([Br:14])[CH:13]=[C:8]2[C:7]([CH:15]=[O:16])=[CH:6]1)=[O:4].S([CH2:28][N+:29]#[C-:30])(C1C=CC(C)=CC=1)(=O)=O.C1CCN2C(=NCCC2)CC1, predict the reaction product. The product is: [CH3:1][N:2]([CH3:17])[C:3]([N:5]1[C:9]2=[N:10][CH:11]=[C:12]([Br:14])[CH:13]=[C:8]2[C:7]([C:15]2[O:16][CH:30]=[N:29][CH:28]=2)=[CH:6]1)=[O:4]. (6) Given the reactants Br[C:2]1[N:3]=[C:4]2[C:10]([C:11]([NH:13][C:14]([CH3:17])([CH3:16])[CH3:15])=[O:12])=[CH:9][N:8]([CH2:18][O:19][CH2:20][CH2:21][Si:22]([CH3:25])([CH3:24])[CH3:23])[C:5]2=[N:6][CH:7]=1.[CH3:26][S:27]([C:30]1[CH:35]=[C:34]([NH2:36])[CH:33]=[CH:32][N:31]=1)(=[O:29])=[O:28].CC1(C)C2C(=C(P(C3C=CC=CC=3)C3C=CC=CC=3)C=CC=2)OC2C(P(C3C=CC=CC=3)C3C=CC=CC=3)=CC=CC1=2.C(=O)([O-])[O-].[Cs+].[Cs+], predict the reaction product. The product is: [C:14]([NH:13][C:11]([C:10]1[C:4]2[C:5](=[N:6][CH:7]=[C:2]([NH:36][C:34]3[CH:33]=[CH:32][N:31]=[C:30]([S:27]([CH3:26])(=[O:29])=[O:28])[CH:35]=3)[N:3]=2)[N:8]([CH2:18][O:19][CH2:20][CH2:21][Si:22]([CH3:25])([CH3:24])[CH3:23])[CH:9]=1)=[O:12])([CH3:17])([CH3:16])[CH3:15]. (7) Given the reactants [NH2:1][C:2]1[CH:3]=[CH:4][CH:5]=[C:6]2[C:11]=1[N:10]=[C:9]([CH2:12][CH2:13][CH2:14][N:15]1[CH2:20][CH:19]=[C:18]([C:21]3[CH:26]=[CH:25][CH:24]=[CH:23][CH:22]=3)[CH2:17][CH2:16]1)[NH:8][C:7]2=[O:27].[C:28](OC(=O)C)(=[O:30])[CH3:29], predict the reaction product. The product is: [O:27]=[C:7]1[C:6]2[C:11](=[C:2]([NH:1][C:28](=[O:30])[CH3:29])[CH:3]=[CH:4][CH:5]=2)[N:10]=[C:9]([CH2:12][CH2:13][CH2:14][N:15]2[CH2:16][CH:17]=[C:18]([C:21]3[CH:26]=[CH:25][CH:24]=[CH:23][CH:22]=3)[CH2:19][CH2:20]2)[NH:8]1. (8) Given the reactants [F:1][C:2]1[CH:3]=[CH:4][C:5]([CH3:11])=[C:6]([CH:10]=1)[C:7]([OH:9])=O.[F:12][C:13]1([F:31])[CH2:18][CH2:17][C:16]([CH2:29][NH2:30])([C:19]2[CH:20]=[N:21][C:22]([C:25]([F:28])([F:27])[F:26])=[CH:23][CH:24]=2)[CH2:15][CH2:14]1, predict the reaction product. The product is: [F:31][C:13]1([F:12])[CH2:14][CH2:15][C:16]([CH2:29][NH:30][C:7](=[O:9])[C:6]2[CH:10]=[C:2]([F:1])[CH:3]=[CH:4][C:5]=2[CH3:11])([C:19]2[CH:20]=[N:21][C:22]([C:25]([F:26])([F:27])[F:28])=[CH:23][CH:24]=2)[CH2:17][CH2:18]1. (9) Given the reactants [Cl:1][C:2]1[S:6][C:5]([C:7](O)=[O:8])=[CH:4][C:3]=1[N:10]1[C:19](=[O:20])[C:18]2[C:13](=[CH:14][CH:15]=[CH:16][C:17]=2[CH:21]=[O:22])[NH:12][C:11]1=[O:23].C(Cl)(=O)C(Cl)=O.[CH3:30][NH:31][CH:32]1[CH2:37][CH2:36][CH2:35][CH2:34][CH2:33]1.N1C=CC=CC=1, predict the reaction product. The product is: [Cl:1][C:2]1[S:6][C:5]([C:7]([N:31]([CH:32]2[CH2:37][CH2:36][CH2:35][CH2:34][CH2:33]2)[CH3:30])=[O:8])=[CH:4][C:3]=1[N:10]1[C:19](=[O:20])[C:18]2[C:13](=[CH:14][CH:15]=[CH:16][C:17]=2[CH:21]=[O:22])[NH:12][C:11]1=[O:23].